From a dataset of Full USPTO retrosynthesis dataset with 1.9M reactions from patents (1976-2016). Predict the reactants needed to synthesize the given product. (1) Given the product [F:1][C:2]1[CH:3]=[C:4]2[C:8](=[CH:9][CH:10]=1)[NH:7][C:6]([CH2:11][CH2:12][C:13]([N:44]1[CH2:45][CH:46]3[CH:42]([C:41]3([C:47]3[CH:48]=[C:49]([NH:53][S:54]([CH3:57])(=[O:56])=[O:55])[CH:50]=[CH:51][CH:52]=3)[CH3:40])[CH2:43]1)=[O:15])=[C:5]2[CH3:16], predict the reactants needed to synthesize it. The reactants are: [F:1][C:2]1[CH:3]=[C:4]2[C:8](=[CH:9][CH:10]=1)[NH:7][C:6]([CH2:11][CH2:12][C:13]([OH:15])=O)=[C:5]2[CH3:16].O.ON1C2C=CC=CC=2N=N1.Cl.CN(C)CCCN=C=NCC.[CH3:40][C:41]1([C:47]2[CH:48]=[C:49]([NH:53][S:54]([CH3:57])(=[O:56])=[O:55])[CH:50]=[CH:51][CH:52]=2)[CH:46]2[CH:42]1[CH2:43][NH:44][CH2:45]2.C(=O)([O-])O.[Na+]. (2) Given the product [Cl:42][C:21]1[C:22]([NH:24][C:25]2[C:34]([F:35])=[CH:33][C:32]([C:36]3[CH:37]=[N:38][N:39]([CH3:41])[CH:40]=3)=[CH:31][C:26]=2[C:27]([NH:29][CH3:30])=[O:28])=[N:23][C:18]([NH:16][C:13]2[CH:14]=[CH:15][C:8]3[CH2:7][CH2:6][N:5]([CH2:4][CH2:3][O:2][CH3:1])[CH2:11][CH2:10][C:9]=3[CH:12]=2)=[N:19][CH:20]=1, predict the reactants needed to synthesize it. The reactants are: [CH3:1][O:2][CH2:3][CH2:4][N:5]1[CH2:11][CH2:10][C:9]2[CH:12]=[C:13]([NH2:16])[CH:14]=[CH:15][C:8]=2[CH2:7][CH2:6]1.Cl[C:18]1[N:23]=[C:22]([NH:24][C:25]2[C:34]([F:35])=[CH:33][C:32]([C:36]3[CH:37]=[N:38][N:39]([CH3:41])[CH:40]=3)=[CH:31][C:26]=2[C:27]([NH:29][CH3:30])=[O:28])[C:21]([Cl:42])=[CH:20][N:19]=1. (3) Given the product [Cl:27][C:20]1[CH:19]=[C:18]([N:15]2[C:16]([CH3:17])=[C:12]([C:10]([NH:9][CH2:8][C:7]3[CH:6]=[CH:5][C:4]([C:2]#[N:1])=[CH:30][CH:29]=3)=[O:11])[C:13]([CH3:28])=[N:14]2)[CH:23]=[CH:22][C:21]=1[C:24]#[N:26], predict the reactants needed to synthesize it. The reactants are: [NH2:1][C:2]([C:4]1[CH:30]=[CH:29][C:7]([CH2:8][NH:9][C:10]([C:12]2[C:13]([CH3:28])=[N:14][N:15]([C:18]3[CH:23]=[CH:22][C:21]([C:24]([NH2:26])=O)=[C:20]([Cl:27])[CH:19]=3)[C:16]=2[CH3:17])=[O:11])=[CH:6][CH:5]=1)=O.S(Cl)(Cl)=O.C(=O)(O)[O-].[Na+]. (4) The reactants are: Br[C:2]1[CH:3]=[CH:4][C:5]([C:8]([N:10]2[CH2:15][CH2:14][N:13]([CH2:16][CH:17]([N:21]3[CH:25]=[C:24]([C:26]4[C:27]5[CH:34]=[CH:33][NH:32][C:28]=5[N:29]=[CH:30][N:31]=4)[CH:23]=[N:22]3)[CH2:18][C:19]#[N:20])[CH2:12][CH2:11]2)=[O:9])=[N:6][CH:7]=1.[CH3:35][N:36](C)C=O. Given the product [C:19]([CH2:18][CH:17]([N:21]1[CH:25]=[C:24]([C:26]2[C:27]3[CH:34]=[CH:33][NH:32][C:28]=3[N:29]=[CH:30][N:31]=2)[CH:23]=[N:22]1)[CH2:16][N:13]1[CH2:14][CH2:15][N:10]([C:8]([C:5]2[CH:4]=[CH:3][C:2]([C:35]#[N:36])=[CH:7][N:6]=2)=[O:9])[CH2:11][CH2:12]1)#[N:20], predict the reactants needed to synthesize it. (5) Given the product [CH:30]1([CH2:35][CH2:36][CH2:37][CH:2]=[O:3])[CH2:31][CH2:32][CH2:33][CH2:34]1, predict the reactants needed to synthesize it. The reactants are: [Cl-].[CH3:2][O:3]C[P+](C1C=CC=CC=1)(C1C=CC=CC=1)C1C=CC=CC=1.CC(C)([O-])C.[K+].[CH:30]1([CH2:35][CH2:36][CH:37]=O)[CH2:34][CH2:33][CH2:32][CH2:31]1.Cl.